Dataset: Peptide-MHC class I binding affinity with 185,985 pairs from IEDB/IMGT. Task: Regression. Given a peptide amino acid sequence and an MHC pseudo amino acid sequence, predict their binding affinity value. This is MHC class I binding data. (1) The peptide sequence is STMSLVMAW. The MHC is HLA-B58:01 with pseudo-sequence HLA-B58:01. The binding affinity (normalized) is 0.750. (2) The peptide sequence is SMVSAGSGEV. The MHC is HLA-A02:03 with pseudo-sequence HLA-A02:03. The binding affinity (normalized) is 0.541.